The task is: Predict the reactants needed to synthesize the given product.. This data is from Full USPTO retrosynthesis dataset with 1.9M reactions from patents (1976-2016). (1) The reactants are: [NH:1]1[C:5]2[CH:6]=[CH:7][CH:8]=[CH:9][C:4]=2[N:3]=[C:2]1[CH2:10][N:11]([CH:21]1[C:30]2[N:29]=[CH:28][CH:27]=[CH:26][C:25]=2[CH2:24][CH2:23][CH2:22]1)[CH2:12][C:13]1[CH:18]=[CH:17][C:16]([CH2:19][NH2:20])=[CH:15][CH:14]=1.[CH:31](N(CC)C(C)C)([CH3:33])[CH3:32].C(Br)C=C. Given the product [CH2:33]([NH:20][CH2:19][C:16]1[CH:15]=[CH:14][C:13]([CH2:12][N:11]([CH2:10][C:2]2[NH:3][C:4]3[CH:9]=[CH:8][CH:7]=[CH:6][C:5]=3[N:1]=2)[CH:21]2[C:30]3[N:29]=[CH:28][CH:27]=[CH:26][C:25]=3[CH2:24][CH2:23][CH2:22]2)=[CH:18][CH:17]=1)[CH:31]=[CH2:32], predict the reactants needed to synthesize it. (2) Given the product [F:24][C:25]1[CH:30]=[C:29]([S:31]([CH3:34])(=[O:33])=[O:32])[CH:28]=[CH:27][C:26]=1[C:2]1[CH:23]=[CH:22][C:5]2[N:6]=[C:7]([CH:9]3[CH2:14][CH2:13][N:12]([C:15]([O:17][C:18]([CH3:21])([CH3:20])[CH3:19])=[O:16])[CH2:11][CH2:10]3)[O:8][C:4]=2[CH:3]=1, predict the reactants needed to synthesize it. The reactants are: Br[C:2]1[CH:23]=[CH:22][C:5]2[N:6]=[C:7]([CH:9]3[CH2:14][CH2:13][N:12]([C:15]([O:17][C:18]([CH3:21])([CH3:20])[CH3:19])=[O:16])[CH2:11][CH2:10]3)[O:8][C:4]=2[CH:3]=1.[F:24][C:25]1[CH:30]=[C:29]([S:31]([CH3:34])(=[O:33])=[O:32])[CH:28]=[CH:27][C:26]=1B1OC(C)(C)C(C)(C)O1. (3) Given the product [Cl:13][C:14]1[CH:19]=[CH:18][C:17]([C:20]([CH3:29])([CH3:28])[CH2:21][C:22]([CH2:7][C:2]2[CH:3]=[CH:4][CH:5]=[CH:6][N:1]=2)([OH:27])[C:23]([F:25])([F:26])[F:24])=[CH:16][CH:15]=1, predict the reactants needed to synthesize it. The reactants are: [N:1]1[CH:6]=[CH:5][CH:4]=[CH:3][C:2]=1[CH3:7].C([Li])(C)(C)C.[Cl:13][C:14]1[CH:19]=[CH:18][C:17]([C:20]([CH3:29])([CH3:28])[CH2:21][C:22](=[O:27])[C:23]([F:26])([F:25])[F:24])=[CH:16][CH:15]=1. (4) Given the product [Br:13][CH2:14][CH2:15][NH:1][C:2]1[CH:3]=[C:4]([CH2:8][C:9]([O:11][CH3:12])=[O:10])[CH:5]=[CH:6][CH:7]=1, predict the reactants needed to synthesize it. The reactants are: [NH2:1][C:2]1[CH:3]=[C:4]([CH2:8][C:9]([O:11][CH3:12])=[O:10])[CH:5]=[CH:6][CH:7]=1.[Br:13][CH2:14][CH2:15]Br.